Dataset: Peptide-MHC class I binding affinity with 185,985 pairs from IEDB/IMGT. Task: Regression. Given a peptide amino acid sequence and an MHC pseudo amino acid sequence, predict their binding affinity value. This is MHC class I binding data. The peptide sequence is KEKGGLDGL. The MHC is HLA-A01:01 with pseudo-sequence HLA-A01:01. The binding affinity (normalized) is 0.0894.